Dataset: Catalyst prediction with 721,799 reactions and 888 catalyst types from USPTO. Task: Predict which catalyst facilitates the given reaction. Reactant: [O:1]1[CH2:5][CH2:4][O:3][CH:2]1[C:6]1[CH:7]=[C:8]([CH:12]([C:14]2[CH:19]=[CH:18][CH:17]=[CH:16][CH:15]=2)O)[CH:9]=[CH:10][CH:11]=1.C(N(S(F)(F)[F:26])CC)C. Product: [F:26][CH:12]([C:8]1[CH:7]=[C:6]([CH:2]2[O:3][CH2:4][CH2:5][O:1]2)[CH:11]=[CH:10][CH:9]=1)[C:14]1[CH:19]=[CH:18][CH:17]=[CH:16][CH:15]=1. The catalyst class is: 4.